From a dataset of NCI-60 drug combinations with 297,098 pairs across 59 cell lines. Regression. Given two drug SMILES strings and cell line genomic features, predict the synergy score measuring deviation from expected non-interaction effect. (1) Drug 1: CN(C)C1=NC(=NC(=N1)N(C)C)N(C)C. Drug 2: C(CCl)NC(=O)N(CCCl)N=O. Cell line: SN12C. Synergy scores: CSS=5.86, Synergy_ZIP=-1.01, Synergy_Bliss=3.29, Synergy_Loewe=1.86, Synergy_HSA=2.52. (2) Drug 1: COC1=CC(=CC(=C1O)OC)C2C3C(COC3=O)C(C4=CC5=C(C=C24)OCO5)OC6C(C(C7C(O6)COC(O7)C8=CC=CS8)O)O. Drug 2: CC1CCC2CC(C(=CC=CC=CC(CC(C(=O)C(C(C(=CC(C(=O)CC(OC(=O)C3CCCCN3C(=O)C(=O)C1(O2)O)C(C)CC4CCC(C(C4)OC)O)C)C)O)OC)C)C)C)OC. Cell line: HOP-62. Synergy scores: CSS=49.4, Synergy_ZIP=-4.67, Synergy_Bliss=-0.0868, Synergy_Loewe=0.417, Synergy_HSA=3.00. (3) Drug 1: C1=NC2=C(N=C(N=C2N1C3C(C(C(O3)CO)O)F)Cl)N. Drug 2: C(CC(=O)O)C(=O)CN.Cl. Cell line: 786-0. Synergy scores: CSS=9.80, Synergy_ZIP=-4.45, Synergy_Bliss=0.401, Synergy_Loewe=-0.699, Synergy_HSA=-0.655. (4) Drug 1: CC1C(C(CC(O1)OC2CC(CC3=C2C(=C4C(=C3O)C(=O)C5=C(C4=O)C(=CC=C5)OC)O)(C(=O)C)O)N)O.Cl. Drug 2: C1CN(CCN1C(=O)CCBr)C(=O)CCBr. Cell line: HOP-92. Synergy scores: CSS=37.1, Synergy_ZIP=-8.75, Synergy_Bliss=0.515, Synergy_Loewe=-22.1, Synergy_HSA=3.40. (5) Drug 1: C1=C(C(=O)NC(=O)N1)N(CCCl)CCCl. Synergy scores: CSS=26.6, Synergy_ZIP=-6.96, Synergy_Bliss=1.28, Synergy_Loewe=2.17, Synergy_HSA=3.25. Cell line: UO-31. Drug 2: C1CN(CCN1C(=O)CCBr)C(=O)CCBr. (6) Drug 2: C1CN(CCN1C(=O)CCBr)C(=O)CCBr. Synergy scores: CSS=15.0, Synergy_ZIP=-5.71, Synergy_Bliss=0.226, Synergy_Loewe=-0.0532, Synergy_HSA=1.21. Drug 1: C1=NC2=C(N=C(N=C2N1C3C(C(C(O3)CO)O)O)F)N. Cell line: MDA-MB-231. (7) Synergy scores: CSS=25.1, Synergy_ZIP=2.90, Synergy_Bliss=3.42, Synergy_Loewe=-22.9, Synergy_HSA=1.99. Cell line: SW-620. Drug 2: COCCOC1=C(C=C2C(=C1)C(=NC=N2)NC3=CC=CC(=C3)C#C)OCCOC.Cl. Drug 1: C1C(C(OC1N2C=C(C(=O)NC2=O)F)CO)O. (8) Drug 1: CCCS(=O)(=O)NC1=C(C(=C(C=C1)F)C(=O)C2=CNC3=C2C=C(C=N3)C4=CC=C(C=C4)Cl)F. Drug 2: CCCS(=O)(=O)NC1=C(C(=C(C=C1)F)C(=O)C2=CNC3=C2C=C(C=N3)C4=CC=C(C=C4)Cl)F. Cell line: U251. Synergy scores: CSS=21.7, Synergy_ZIP=-3.66, Synergy_Bliss=5.26, Synergy_Loewe=0.978, Synergy_HSA=3.87. (9) Drug 1: CN1C(=O)N2C=NC(=C2N=N1)C(=O)N. Drug 2: C1CN(P(=O)(OC1)NCCCl)CCCl. Cell line: HS 578T. Synergy scores: CSS=-2.89, Synergy_ZIP=2.09, Synergy_Bliss=6.68, Synergy_Loewe=-1.86, Synergy_HSA=-0.226. (10) Drug 1: CC1C(C(=O)NC(C(=O)N2CCCC2C(=O)N(CC(=O)N(C(C(=O)O1)C(C)C)C)C)C(C)C)NC(=O)C3=C4C(=C(C=C3)C)OC5=C(C(=O)C(=C(C5=N4)C(=O)NC6C(OC(=O)C(N(C(=O)CN(C(=O)C7CCCN7C(=O)C(NC6=O)C(C)C)C)C)C(C)C)C)N)C. Drug 2: COC1=NC(=NC2=C1N=CN2C3C(C(C(O3)CO)O)O)N. Cell line: PC-3. Synergy scores: CSS=0.777, Synergy_ZIP=-0.376, Synergy_Bliss=0.802, Synergy_Loewe=-0.795, Synergy_HSA=-0.901.